Predict the product of the given reaction. From a dataset of Forward reaction prediction with 1.9M reactions from USPTO patents (1976-2016). Given the reactants [CH3:1][O:2][C:3]1[CH:4]=[C:5]([C:10]([C@@H:12]2[C@:21]3([CH3:22])[C@H:16]([C:17]([CH3:24])([CH3:23])[CH2:18][CH2:19][CH2:20]3)[CH2:15][C@@H:14]([OH:25])[C@@H:13]2[CH3:26])=[O:11])[CH:6]=[C:7]([CH3:9])[CH:8]=1.C1C=C[NH+]=CC=1.[O-][Cr](Cl)(=O)=O, predict the reaction product. The product is: [CH3:1][O:2][C:3]1[CH:4]=[C:5]([C:10]([C@@H:12]2[C@:21]3([CH3:22])[C@H:16]([C:17]([CH3:24])([CH3:23])[CH2:18][CH2:19][CH2:20]3)[CH2:15][C:14](=[O:25])[C@@H:13]2[CH3:26])=[O:11])[CH:6]=[C:7]([CH3:9])[CH:8]=1.